Predict the product of the given reaction. From a dataset of Forward reaction prediction with 1.9M reactions from USPTO patents (1976-2016). (1) Given the reactants [Cl-].[Cl-].[Cl-].[Al+3].[I:5][C:6]1[CH:11]=[CH:10][CH:9]=[CH:8][CH:7]=1.Cl[C:13]([CH3:21])([CH2:15][CH2:16][C:17](Cl)([CH3:19])[CH3:18])[CH3:14], predict the reaction product. The product is: [I:5][C:6]1[CH:11]=[C:10]2[C:9](=[CH:8][CH:7]=1)[C:17]([CH3:19])([CH3:18])[CH2:16][CH2:15][C:13]2([CH3:21])[CH3:14]. (2) Given the reactants [CH:1]1([N:5]2[CH2:11][CH2:10][CH2:9][N:8]([C:12]([C@@H:14]3[CH2:18][C@H:17]([O:19][C:20]4[CH:25]=[CH:24][C:23]([F:26])=[CH:22][CH:21]=4)[CH2:16][NH:15]3)=[O:13])[CH2:7][CH2:6]2)[CH2:4][CH2:3][CH2:2]1.CCN(CC)CC.[CH3:34][S:35](Cl)(=[O:37])=[O:36], predict the reaction product. The product is: [CH3:34][S:35]([N:15]1[CH2:16][C@@H:17]([O:19][C:20]2[CH:21]=[CH:22][C:23]([F:26])=[CH:24][CH:25]=2)[CH2:18][C@H:14]1[C:12]([N:8]1[CH2:9][CH2:10][CH2:11][N:5]([CH:1]2[CH2:2][CH2:3][CH2:4]2)[CH2:6][CH2:7]1)=[O:13])(=[O:37])=[O:36]. (3) Given the reactants [F:1][CH:2]([F:10])[C:3](=O)[CH:4]=[CH:5]OCC.FC(F)C(=O)CC(OCC)OCC.[CH3:24][NH:25][NH2:26], predict the reaction product. The product is: [F:1][CH:2]([F:10])[C:3]1[CH:4]=[CH:5][N:25]([CH3:24])[N:26]=1. (4) The product is: [Br:1][C:2]1[CH:3]=[C:4]([NH:8][CH:9]([C:12]2[CH:17]=[CH:16][CH:15]=[CH:14][N:13]=2)[C:10]([NH2:11])=[O:19])[CH:5]=[N:6][CH:7]=1. Given the reactants [Br:1][C:2]1[CH:3]=[C:4]([NH:8][CH:9]([C:12]2[CH:17]=[CH:16][CH:15]=[CH:14][N:13]=2)[C:10]#[N:11])[CH:5]=[N:6][CH:7]=1.Cl.[OH2:19], predict the reaction product.